From a dataset of Forward reaction prediction with 1.9M reactions from USPTO patents (1976-2016). Predict the product of the given reaction. (1) Given the reactants [NH2:1][C:2]1[CH:3]=[C:4]2[C:9](=[CH:10][CH:11]=1)[N:8]([CH2:12][CH:13]([N:15]1[CH2:19][CH2:18][CH2:17][CH2:16]1)[CH3:14])[C:7](=[O:20])[CH2:6][CH2:5]2.I.[S:22]1[CH:26]=[CH:25][CH:24]=[C:23]1[C:27](SC)=[NH:28].N, predict the reaction product. The product is: [O:20]=[C:7]1[CH2:6][CH2:5][C:4]2[C:9](=[CH:10][CH:11]=[C:2]([NH:1][C:27]([C:23]3[S:22][CH:26]=[CH:25][CH:24]=3)=[NH:28])[CH:3]=2)[N:8]1[CH2:12][CH:13]([N:15]1[CH2:16][CH2:17][CH2:18][CH2:19]1)[CH3:14]. (2) Given the reactants [CH3:1][C:2]1[C@@H:19]([O:20][C:21]([C@H:23]([OH:39])[C@@H:24]([NH:31][C:32]([O:34][C:35]([CH3:38])([CH3:37])[CH3:36])=[O:33])[C:25]2[CH:26]=[CH:27][CH:28]=[CH:29][CH:30]=2)=[O:22])[CH2:18][C@:14]2([OH:40])[C:15]([CH3:17])([CH3:16])[C:3]=1[C@@H:4]([O:59][CH3:60])[C:5]([C@@:7]1([CH3:58])[C@H:12]([C@@H:13]2[O:41][C:42]([C:44]2[CH:45]=[CH:46][CH:47]=[CH:48][CH:49]=2)=[O:43])[C@:11]2([O:52][C:53]([CH3:55])=[O:54])[CH2:50][O:51][C@@H:10]2[CH2:9][C@@H:8]1[O:56][CH3:57])=[O:6].[CH3:61][CH:62]1[CH2:66][CH2:65][CH2:64][O:63]1, predict the reaction product. The product is: [CH3:1][C:2]1[C@@H:19]([O:20][C:21]([C@H:23]([OH:39])[C@@H:24]([NH:31][C:32]([O:34][C:35]([CH3:36])([CH3:37])[CH3:38])=[O:33])[C:25]2[CH:26]=[CH:27][CH:28]=[CH:29][CH:30]=2)=[O:22])[CH2:18][C@:14]2([OH:40])[C:15]([CH3:16])([CH3:17])[C:3]=1[C@@H:4]([O:59][CH3:60])[C:5]([C@@:7]1([CH3:58])[C@H:12]([C@@H:13]2[O:41][C:42]([C:44]2[CH:49]=[CH:48][CH:47]=[CH:46][CH:45]=2)=[O:43])[C@:11]2([O:52][C:53]([CH3:55])=[O:54])[CH2:50][O:51][C@@H:10]2[CH2:9][C@@H:8]1[O:56][CH3:57])=[O:6].[CH3:61][CH:62]1[CH2:66][CH2:65][CH2:64][O:63]1.[CH3:18][CH2:19][CH2:2][CH2:3][CH2:4][CH3:5]. (3) Given the reactants [C:1]1([C:7]2[CH:11]=[N:10][C:9](=[O:12])[N:8]=2)[CH:6]=[CH:5][CH:4]=[CH:3][CH:2]=1.[H-].[Na+].Br[CH2:16][C:17]([O:19][C:20]([CH3:23])([CH3:22])[CH3:21])=[O:18].O, predict the reaction product. The product is: [NH4+:8].[OH-:12].[O:12]=[C:9]1[NH:8][C:7]([C:1]2[CH:2]=[CH:3][CH:4]=[CH:5][CH:6]=2)=[CH:11][N:10]1[CH2:16][C:17]([O:19][C:20]([CH3:23])([CH3:22])[CH3:21])=[O:18]. (4) Given the reactants [Br:1][C:2]1[C:11]2[C:6](=[CH:7][CH:8]=[CH:9][CH:10]=2)[C:5](N)=[C:4]([CH3:13])[CH:3]=1.Cl.N([O-])=O.[Na+].C([BH3-])#N.[Na+], predict the reaction product. The product is: [Br:1][C:2]1[C:11]2[C:6](=[CH:7][CH:8]=[CH:9][CH:10]=2)[CH:5]=[C:4]([CH3:13])[CH:3]=1. (5) Given the reactants [NH:1]([C:6]([O:8][CH2:9][CH:10]1[C:22]2[C:17](=[CH:18][CH:19]=[CH:20][CH:21]=2)[C:16]2[C:11]1=[CH:12][CH:13]=[CH:14][CH:15]=2)=[O:7])[CH2:2][C:3]([OH:5])=[O:4].O[C:24]1[C:33]([F:34])=[C:31]([F:32])[C:29]([F:30])=[C:27]([F:28])[C:25]=1[F:26].C1CCC(N=C=NC2CCCCC2)CC1, predict the reaction product. The product is: [NH:1]([C:6]([O:8][CH2:9][CH:10]1[C:11]2[C:16](=[CH:15][CH:14]=[CH:13][CH:12]=2)[C:17]2[C:22]1=[CH:21][CH:20]=[CH:19][CH:18]=2)=[O:7])[CH2:2][C:3]([O:5][C:24]1[C:25]([F:26])=[C:27]([F:28])[C:29]([F:30])=[C:31]([F:32])[C:33]=1[F:34])=[O:4]. (6) Given the reactants [CH:1]1([C:4](=C)[CH2:5][C:6]2([C:19]([O:21]CC)=O)[CH2:11][CH2:10][N:9](C(OC(C)(C)C)=O)[CH2:8][CH2:7]2)[CH2:3][CH2:2]1.C(C1CC2(CCNCC2)C(=O)[N:28]1[C:38]1[CH2:39][O:40][C:41](=[O:43])[CH:42]=1)C, predict the reaction product. The product is: [CH:1]1([CH:4]2[CH2:5][C:6]3([CH2:7][CH2:8][NH:9][CH2:10][CH2:11]3)[C:19](=[O:21])[N:28]2[C:38]2[CH2:39][O:40][C:41](=[O:43])[CH:42]=2)[CH2:2][CH2:3]1.